This data is from Forward reaction prediction with 1.9M reactions from USPTO patents (1976-2016). The task is: Predict the product of the given reaction. (1) Given the reactants FC(F)(F)C(O)=O.[CH:8]([C:11]1[S:12][CH:13]=[C:14]([C:16]([N:18]2[CH2:23][C:22]3([CH2:28][CH2:27][NH:26][CH2:25][CH2:24]3)[O:21][CH2:20][CH2:19]2)=[O:17])[N:15]=1)([CH3:10])[CH3:9].[Cl:29][C:30]1[CH:37]=[CH:36][C:35]([CH2:38][CH2:39][OH:40])=[CH:34][C:31]=1[CH:32]=O.C(O[BH-](OC(=O)C)OC(=O)C)(=O)C.[Na+].C(=O)(O)[O-].[Na+], predict the reaction product. The product is: [Cl:29][C:30]1[CH:37]=[CH:36][C:35]([CH2:38][CH2:39][OH:40])=[CH:34][C:31]=1[CH2:32][N:26]1[CH2:25][CH2:24][C:22]2([O:21][CH2:20][CH2:19][N:18]([C:16]([C:14]3[N:15]=[C:11]([CH:8]([CH3:10])[CH3:9])[S:12][CH:13]=3)=[O:17])[CH2:23]2)[CH2:28][CH2:27]1. (2) Given the reactants [OH:1][C:2]1[CH:3]=[C:4]([C:8]2[N:17]=[C:16]([NH:18][C:19]3[CH:20]=[C:21]4[C:25](=[CH:26][CH:27]=3)[N:24]([C:28]([O:30][C:31]([CH3:34])([CH3:33])[CH3:32])=[O:29])[N:23]=[CH:22]4)[C:15]3[C:10](=[CH:11][CH:12]=[CH:13][CH:14]=3)[N:9]=2)[CH:5]=[CH:6][CH:7]=1.Cl[CH2:36][C:37]1[N:38]([CH3:42])[CH:39]=[CH:40][N:41]=1.C([O-])([O-])=O.[K+].[K+], predict the reaction product. The product is: [CH3:42][N:38]1[CH:39]=[CH:40][N:41]=[C:37]1[CH2:36][O:1][C:2]1[CH:3]=[C:4]([C:8]2[N:17]=[C:16]([NH:18][C:19]3[CH:20]=[C:21]4[C:25](=[CH:26][CH:27]=3)[N:24]([C:28]([O:30][C:31]([CH3:34])([CH3:33])[CH3:32])=[O:29])[N:23]=[CH:22]4)[C:15]3[C:10](=[CH:11][CH:12]=[CH:13][CH:14]=3)[N:9]=2)[CH:5]=[CH:6][CH:7]=1. (3) Given the reactants S[C@@H:2]1[O:10][C@H:9]([CH2:11][OH:12])[C@@H:7]([OH:8])[C@H:5]([OH:6])[C@H:3]1[OH:4].C([O-])([O-])=[O:14].[K+].[K+], predict the reaction product. The product is: [O:10]=[CH:2][C@@H:3]([C@H:5]([C@@H:7]([C@@H:9]([CH2:11][OH:12])[OH:14])[OH:8])[OH:6])[OH:4]. (4) Given the reactants [N+:1]([C:4]1[CH:12]=[CH:11][C:10]([O:13][C:14]2[CH:19]=[CH:18][CH:17]=[CH:16][CH:15]=2)=[CH:9][C:5]=1[C:6]([OH:8])=[O:7])([O-:3])=[O:2].OS(O)(=O)=O.C([O-])(O)=O.[Na+].[CH3:30][CH2:31]O, predict the reaction product. The product is: [N+:1]([C:4]1[CH:12]=[CH:11][C:10]([O:13][C:14]2[CH:15]=[CH:16][CH:17]=[CH:18][CH:19]=2)=[CH:9][C:5]=1[C:6]([O:8][CH2:30][CH3:31])=[O:7])([O-:3])=[O:2]. (5) Given the reactants [C:1]([C:5]1[CH:14]=[C:13]2[C:8]([C:9]([N:16]3[CH2:20][CH2:19][CH2:18][CH2:17]3)=[N:10][C:11](Cl)=[N:12]2)=[CH:7][CH:6]=1)([CH3:4])([CH3:3])[CH3:2].[F:21][C:22]1[CH:23]=[C:24]([CH:26]=[CH:27][C:28]=1[F:29])[NH2:25], predict the reaction product. The product is: [C:1]([C:5]1[CH:14]=[C:13]2[C:8]([C:9]([N:16]3[CH2:20][CH2:19][CH2:18][CH2:17]3)=[N:10][C:11]([NH:25][C:24]3[CH:26]=[CH:27][C:28]([F:29])=[C:22]([F:21])[CH:23]=3)=[N:12]2)=[CH:7][CH:6]=1)([CH3:4])([CH3:3])[CH3:2]. (6) Given the reactants [CH:1]1([C:4]2O[C:7]([C:9]([C:12]3[CH:17]=[CH:16][CH:15]=[CH:14][N:13]=3)([CH3:11])[CH3:10])=[N:6][N:5]=2)[CH2:3][CH2:2]1.[CH:18]1([NH2:21])[CH2:20][CH2:19]1, predict the reaction product. The product is: [CH:18]1([N:21]2[C:4]([CH:1]3[CH2:3][CH2:2]3)=[N:5][N:6]=[C:7]2[C:9]([C:12]2[CH:17]=[CH:16][CH:15]=[CH:14][N:13]=2)([CH3:11])[CH3:10])[CH2:20][CH2:19]1. (7) Given the reactants Br[C:2]1[CH:3]=[C:4]2[C@:15]3([N:20]=[C:19]([NH2:21])[CH2:18][O:17][CH2:16]3)[C:14]3[CH:13]=[C:12](Cl)[N:11]=[CH:10][C:9]=3[O:8][C:5]2=[CH:6][CH:7]=1.[CH2:23]([OH:28])[C:24]([CH3:27])([CH3:26])[CH3:25].[N:29]1[CH:34]=[CH:33][CH:32]=[C:31](B(O)O)[CH:30]=1, predict the reaction product. The product is: [CH2:23]([O:28][C:12]1[N:11]=[CH:10][C:9]2[O:8][C:5]3[C:4]([C@:15]4([N:20]=[C:19]([NH2:21])[CH2:18][O:17][CH2:16]4)[C:14]=2[CH:13]=1)=[CH:3][C:2]([C:31]1[CH:30]=[N:29][CH:34]=[CH:33][CH:32]=1)=[CH:7][CH:6]=3)[C:24]([CH3:27])([CH3:26])[CH3:25]. (8) The product is: [CH2:17]([C:12]1([CH2:20][CH2:21][CH2:22][CH2:23][CH2:24][CH3:25])[C:11]2[CH:10]=[CH:9][CH:8]=[CH:7][C:6]=2[C:5]2[C:13]1=[CH:1][CH:2]=[CH:3][CH:4]=2)[CH2:16][CH2:15][CH2:14][CH2:27][CH3:28]. Given the reactants [CH:1]1[C:13]2[CH2:12][C:11]3[C:6](=[CH:7][CH:8]=[CH:9][CH:10]=3)[C:5]=2[CH:4]=[CH:3][CH:2]=1.[CH2:14]([Li])[CH2:15][CH2:16][CH3:17].Br[CH2:20][CH2:21][CH2:22][CH2:23][CH2:24][CH3:25].O1CC[CH2:28][CH2:27]1, predict the reaction product. (9) Given the reactants C([Cl:4])(=O)C.C(OC([NH:12][N:13]([CH2:18][CH:19]=[CH2:20])[CH:14]1[CH2:17][CH2:16][CH2:15]1)=O)(C)(C)C, predict the reaction product. The product is: [ClH:4].[CH2:18]([N:13]([CH:14]1[CH2:17][CH2:16][CH2:15]1)[NH2:12])[CH:19]=[CH2:20]. (10) Given the reactants [NH2:1][CH2:2][CH:3]1[CH2:8][CH2:7][C:6]([N:15]([CH3:17])[CH3:16])([C:9]2[CH:14]=[CH:13][CH:12]=[CH:11][CH:10]=2)[CH2:5][CH2:4]1.[Cl-].COC1N=C(OC)N=C([N+]2(C)CCOCC2)N=1.[N:36]1([CH2:45][C:46](O)=[O:47])[C:44]2[C:39](=[CH:40][CH:41]=[CH:42][CH:43]=2)[CH:38]=[CH:37]1, predict the reaction product. The product is: [CH3:16][N:15]([CH3:17])[C:6]1([C:9]2[CH:10]=[CH:11][CH:12]=[CH:13][CH:14]=2)[CH2:5][CH2:4][CH:3]([CH2:2][NH:1][C:46](=[O:47])[CH2:45][N:36]2[C:44]3[C:39](=[CH:40][CH:41]=[CH:42][CH:43]=3)[CH:38]=[CH:37]2)[CH2:8][CH2:7]1.